Predict the product of the given reaction. From a dataset of Forward reaction prediction with 1.9M reactions from USPTO patents (1976-2016). (1) Given the reactants [Cl:1][C:2]1[CH:27]=[C:26]([Cl:28])[CH:25]=[CH:24][C:3]=1[O:4][C:5]1[CH:10]=[CH:9][CH:8]=[CH:7][C:6]=1[NH:11][S:12]([C:15]1[CH:23]=[CH:22][C:18]([C:19](O)=[O:20])=[CH:17][CH:16]=1)(=[O:14])=[O:13].[N:29]1([CH2:35][CH2:36][CH2:37][N:38]2[CH2:44][CH2:43][CH2:42][NH:41][CH2:40][CH2:39]2)[CH2:34][CH2:33][O:32][CH2:31][CH2:30]1, predict the reaction product. The product is: [Cl:1][C:2]1[CH:27]=[C:26]([Cl:28])[CH:25]=[CH:24][C:3]=1[O:4][C:5]1[CH:10]=[CH:9][CH:8]=[CH:7][C:6]=1[NH:11][S:12]([C:15]1[CH:23]=[CH:22][C:18]([C:19]([N:41]2[CH2:42][CH2:43][CH2:44][N:38]([CH2:37][CH2:36][CH2:35][N:29]3[CH2:30][CH2:31][O:32][CH2:33][CH2:34]3)[CH2:39][CH2:40]2)=[O:20])=[CH:17][CH:16]=1)(=[O:14])=[O:13]. (2) Given the reactants C([O:4][C@@H:5]1[C@@H:13]([C@@:14]2([CH3:41])[CH2:19][CH2:18][C@H:17]([O:20][Si:21]([C:34]([CH3:37])([CH3:36])[CH3:35])([C:28]3[CH:33]=[CH:32][CH:31]=[CH:30][CH:29]=3)[C:22]3[CH:27]=[CH:26][CH:25]=[CH:24][CH:23]=3)[CH2:16][C@@H:15]2[CH2:38][CH2:39][OH:40])[CH2:12][CH2:11][C@@:10]2([CH3:42])[C@H:6]1[CH2:7][CH2:8][C:9]2=[CH2:43])(=O)C.Br[C:45]1[CH:50]=[CH:49][CH:48]=[CH:47][N:46]=1.[H-].[Na+], predict the reaction product. The product is: [Si:21]([O:20][C@H:17]1[CH2:18][CH2:19][C@@:14]([C@H:13]2[CH2:12][CH2:11][C@@:10]3([CH3:42])[C@@H:6]([CH2:7][CH2:8][C:9]3=[CH2:43])[C@@H:5]2[OH:4])([CH3:41])[C@@H:15]([CH2:38][CH2:39][O:40][C:45]2[CH:50]=[CH:49][CH:48]=[CH:47][N:46]=2)[CH2:16]1)([C:34]([CH3:35])([CH3:36])[CH3:37])([C:28]1[CH:29]=[CH:30][CH:31]=[CH:32][CH:33]=1)[C:22]1[CH:23]=[CH:24][CH:25]=[CH:26][CH:27]=1. (3) Given the reactants [F:1][C:2]1[CH:7]=[CH:6][C:5]([S:8](Cl)(=[O:10])=[O:9])=[CH:4][CH:3]=1.[CH2:12]([CH2:14][NH2:15])[OH:13], predict the reaction product. The product is: [F:1][C:2]1[CH:7]=[CH:6][C:5]([S:8]([NH:15][CH2:14][CH2:12][OH:13])(=[O:10])=[O:9])=[CH:4][CH:3]=1. (4) Given the reactants [O:1]([C:8]1[CH:13]=[CH:12][C:11]([C:14]2[NH:15][C:16]3[CH:22]=[C:21]([C:23]([O:25]CC)=[O:24])[CH:20]=[CH:19][C:17]=3[N:18]=2)=[CH:10][CH:9]=1)[C:2]1[CH:7]=[CH:6][CH:5]=[CH:4][CH:3]=1.O.[OH-].[Li+], predict the reaction product. The product is: [O:1]([C:8]1[CH:9]=[CH:10][C:11]([C:14]2[NH:15][C:16]3[CH:22]=[C:21]([C:23]([OH:25])=[O:24])[CH:20]=[CH:19][C:17]=3[N:18]=2)=[CH:12][CH:13]=1)[C:2]1[CH:3]=[CH:4][CH:5]=[CH:6][CH:7]=1.